This data is from Catalyst prediction with 721,799 reactions and 888 catalyst types from USPTO. The task is: Predict which catalyst facilitates the given reaction. (1) Reactant: Cl.[C:2]([C:5]1[CH:10]=[CH:9][C:8]([CH2:11][NH:12][C:13]([C:15]2[CH:19]=[C:18]([CH3:20])[N:17]([C:21]3[CH:26]=[CH:25][C:24]([F:27])=[CH:23][CH:22]=3)[C:16]=2[CH3:28])=[O:14])=[CH:7][CH:6]=1)(=[NH:4])[NH2:3].C(=O)([O-])[O-].[K+].[K+].Cl[C:36]([O:38][CH2:39][CH2:40][CH2:41][CH2:42][CH2:43][CH3:44])=[O:37]. The catalyst class is: 132. Product: [NH2:4]/[C:2](=[N:3]\[C:36](=[O:37])[O:38][CH2:39][CH2:40][CH2:41][CH2:42][CH2:43][CH3:44])/[C:5]1[CH:10]=[CH:9][C:8]([CH2:11][NH:12][C:13]([C:15]2[CH:19]=[C:18]([CH3:20])[N:17]([C:21]3[CH:22]=[CH:23][C:24]([F:27])=[CH:25][CH:26]=3)[C:16]=2[CH3:28])=[O:14])=[CH:7][CH:6]=1. (2) Reactant: [CH2:1]([C:5]1[CH:6]=[C:7]([NH:40][S:41]([CH3:44])(=[O:43])=[O:42])[C:8]([O:38][CH3:39])=[C:9]([NH:11][C:12]([C:14]2[N:15]([CH3:37])[C:16]3[C:21]([CH:22]=2)=[CH:20][CH:19]=[CH:18][C:17]=3[CH2:23][N:24]2[CH2:29][CH2:28][N:27](C(OC(C)(C)C)=O)[CH2:26][CH2:25]2)=[O:13])[CH:10]=1)[CH:2]([CH3:4])[CH3:3].C(=O)([O-])O.[Na+]. Product: [CH2:1]([C:5]1[CH:6]=[C:7]([NH:40][S:41]([CH3:44])(=[O:43])=[O:42])[C:8]([O:38][CH3:39])=[C:9]([NH:11][C:12]([C:14]2[N:15]([CH3:37])[C:16]3[C:21]([CH:22]=2)=[CH:20][CH:19]=[CH:18][C:17]=3[CH2:23][N:24]2[CH2:25][CH2:26][NH:27][CH2:28][CH2:29]2)=[O:13])[CH:10]=1)[CH:2]([CH3:4])[CH3:3]. The catalyst class is: 4. (3) Reactant: Br[CH2:2][CH2:3][C@@:4]1([CH2:17][CH:18]2[CH2:20][CH2:19]2)[C:9]([O:10][CH3:11])=[N:8][C@H:7]([CH:12]([CH3:14])[CH3:13])[C:6]([O:15][CH3:16])=[N:5]1.[CH3:21][NH:22][CH3:23].C1COCC1. Product: [CH:18]1([CH2:17][C@:4]2([CH2:3][CH2:2][N:22]([CH3:23])[CH3:21])[C:9]([O:10][CH3:11])=[N:8][C@H:7]([CH:12]([CH3:14])[CH3:13])[C:6]([O:15][CH3:16])=[N:5]2)[CH2:20][CH2:19]1. The catalyst class is: 142. (4) Reactant: Cl[C:2]1[CH:3]=[C:4]2[C:9](=[CH:10][CH:11]=1)[N:8]=[C:7]([CH3:12])[C:6]([CH3:13])=[C:5]2[N:14]1[C:22]2[C:17](=[CH:18][CH:19]=[C:20]([N:23]3[CH2:28][CH2:27][O:26][CH2:25][CH2:24]3)[CH:21]=2)[C:16]([CH3:30])([CH3:29])[CH2:15]1.N#N.C(N(CC)CC)C. Product: [CH3:29][C:16]1([CH3:30])[C:17]2[C:22](=[CH:21][C:20]([N:23]3[CH2:24][CH2:25][O:26][CH2:27][CH2:28]3)=[CH:19][CH:18]=2)[N:14]([C:5]2[C:4]3[C:9](=[CH:10][CH:11]=[CH:2][CH:3]=3)[N:8]=[C:7]([CH3:12])[C:6]=2[CH3:13])[CH2:15]1. The catalyst class is: 19. (5) Reactant: I[C:2]1[CH:3]=[C:4]2[C:9](=[CH:10][CH:11]=1)[N:8]=[C:7]([C:12]([O:14][CH2:15][CH3:16])=[O:13])[NH:6][C:5]2=[O:17].C(OCC)(=O)C.[CH3:24][N:25](C=O)C. Product: [C:24]([C:2]1[CH:3]=[C:4]2[C:9](=[CH:10][CH:11]=1)[N:8]=[C:7]([C:12]([O:14][CH2:15][CH3:16])=[O:13])[NH:6][C:5]2=[O:17])#[N:25]. The catalyst class is: 267. (6) Reactant: Br[C:2]1[CH:7]=[CH:6][C:5]([CH:8]2[NH:13][C:12](=[O:14])[N:11]([C:15]3[CH:20]=[CH:19][CH:18]=[C:17]([C:21]([F:24])([F:23])[F:22])[CH:16]=3)[C:10]3[CH2:25][C:26]([CH3:31])([CH3:30])[NH:27][C:28](=[O:29])[C:9]2=3)=[CH:4][CH:3]=1.O.[CH3:33][N:34](C)C=O. Product: [CH3:30][C:26]1([CH3:31])[NH:27][C:28](=[O:29])[C:9]2[CH:8]([C:5]3[CH:6]=[CH:7][C:2]([C:33]#[N:34])=[CH:3][CH:4]=3)[NH:13][C:12](=[O:14])[N:11]([C:15]3[CH:20]=[CH:19][CH:18]=[C:17]([C:21]([F:23])([F:24])[F:22])[CH:16]=3)[C:10]=2[CH2:25]1. The catalyst class is: 267. (7) Reactant: [Cl:1][C:2]1[CH:29]=[CH:28][CH:27]=[C:26]([Cl:30])[C:3]=1[C:4]([NH:6][C:7]1[CH:12]=[CH:11][C:10]([CH2:13][C@H:14]([NH:19][S:20]([N:23]([CH3:25])[CH3:24])(=[O:22])=[O:21])[C:15]([O:17][CH3:18])=[O:16])=[CH:9][CH:8]=1)=[O:5].N1CC[CH2:34][CH2:33][CH2:32]1. Product: [Cl:1][C:2]1[CH:29]=[CH:28][CH:27]=[C:26]([Cl:30])[C:3]=1[C:4]([NH:6][C:7]1[CH:8]=[CH:9][C:10]([CH2:13][C@H:14]([NH:19][S:20]([N:23]2[CH2:25][CH2:34][CH2:33][CH2:32][CH2:24]2)(=[O:21])=[O:22])[C:15]([O:17][CH3:18])=[O:16])=[CH:11][CH:12]=1)=[O:5]. The catalyst class is: 12.